Task: Regression. Given a peptide amino acid sequence and an MHC pseudo amino acid sequence, predict their binding affinity value. This is MHC class II binding data.. Dataset: Peptide-MHC class II binding affinity with 134,281 pairs from IEDB The peptide sequence is LTVMDRYSVDADLQL. The MHC is DRB1_0301 with pseudo-sequence DRB1_0301. The binding affinity (normalized) is 0.427.